This data is from Catalyst prediction with 721,799 reactions and 888 catalyst types from USPTO. The task is: Predict which catalyst facilitates the given reaction. (1) Reactant: C([O:5][C:6](=[O:23])[CH:7]([NH:12][C:13]([O:15][CH2:16][C:17]1[CH:22]=[CH:21][CH:20]=[CH:19][CH:18]=1)=[O:14])[CH:8]([CH3:11])[CH2:9]O)(C)(C)C. Product: [CH2:16]([O:15][C:13](=[O:14])[NH:12][CH:7]1[CH:8]([CH3:11])[CH2:9][O:23][C:6]1=[O:5])[C:17]1[CH:18]=[CH:19][CH:20]=[CH:21][CH:22]=1. The catalyst class is: 67. (2) Product: [N+:1]([C:4]1[CH:5]=[C:6](/[C:10](/[CH3:17])=[CH:11]/[CH2:12][OH:13])[CH:7]=[CH:8][CH:9]=1)([O-:3])=[O:2]. Reactant: [N+:1]([C:4]1[CH:5]=[C:6](/[C:10](/[CH3:17])=[CH:11]/[C:12](OCC)=[O:13])[CH:7]=[CH:8][CH:9]=1)([O-:3])=[O:2].[H-].C([Al+]CC(C)C)C(C)C.O.C(=O)([O-])O.[Na+]. The catalyst class is: 133. (3) Reactant: [CH3:1]/[C:2](/[O:8][Si](C)(C)C)=[N:3]\[Si](C)(C)C.[C:13]([O:16][CH2:17][C@@H:18]1[C@H:22]([O:23][CH2:24][C:25]2[CH:30]=[CH:29][C:28]([Cl:31])=[CH:27][CH:26]=2)[C:21]([CH2:38][O:39][S:40]([CH3:43])(=[O:42])=[O:41])([CH2:32][O:33][S:34]([CH3:37])(=[O:36])=[O:35])[O:20][CH:19]1OC(=O)C)(=[O:15])[CH3:14].N1[CH:56]=[C:54]([CH3:55])[C:52](=[O:53])[NH:51][C:49]1=[O:50].[Si](OS(C(F)(F)F)(=O)=O)(C)(C)C. Product: [C:13]([O:16][CH2:17][C@@H:18]1[C@H:22]([O:23][CH2:24][C:25]2[CH:26]=[CH:27][C:28]([Cl:31])=[CH:29][CH:30]=2)[C:21]([CH2:38][O:39][S:40]([CH3:43])(=[O:41])=[O:42])([CH2:32][O:33][S:34]([CH3:37])(=[O:36])=[O:35])[O:20][CH:19]1[C@@:2]1([N:3]2[CH:56]=[C:54]([CH3:55])[C:52](=[O:53])[NH:51][C:49]2=[O:50])[O:8][C@H:18]([CH2:19][OH:20])[C@@H:17]([OH:16])[CH2:1]1)(=[O:15])[CH3:14]. The catalyst class is: 291. (4) Reactant: [CH:1]([P:3](=[O:10])([O:7][CH2:8][CH3:9])[O:4][CH2:5][CH3:6])=[CH2:2].CO[CH2:13][N:14]([CH2:20][C:21]1[CH:26]=[CH:25][CH:24]=[CH:23][CH:22]=1)[CH2:15][Si](C)(C)C. Product: [CH2:20]([N:14]1[CH2:13][CH2:2][CH:1]([P:3](=[O:10])([O:7][CH2:8][CH3:9])[O:4][CH2:5][CH3:6])[CH2:15]1)[C:21]1[CH:22]=[CH:23][CH:24]=[CH:25][CH:26]=1. The catalyst class is: 2. (5) Reactant: C1COCC1.C([O:8][C:9]([C:11]1[C:12]([C:21]([F:24])([F:23])[F:22])=[N:13][N:14]([CH:16]2[CH2:20][CH2:19][CH2:18][CH2:17]2)[CH:15]=1)=O)C.[H-].[Al+3].[Li+].[H-].[H-].[H-].[OH-].[Na+]. Product: [CH:16]1([N:14]2[CH:15]=[C:11]([CH2:9][OH:8])[C:12]([C:21]([F:23])([F:24])[F:22])=[N:13]2)[CH2:17][CH2:18][CH2:19][CH2:20]1. The catalyst class is: 6.